Task: Predict the reaction yield, written as a fraction of the theoretical maximum amount of product (1.0 means a 100% yield; for example, 0.34 means a 34% yield).. Dataset: Reaction yield outcomes from USPTO patents with 853,638 reactions (1) The yield is 0.870. The reactants are [CH2:1]([O:3][CH2:4][C:5]([OH:7])=O)[CH3:2].C(Cl)(=O)C(Cl)=O.CN(C=O)C.[NH2:19][C:20]1[CH:28]=[CH:27][CH:26]=[C:25]2[C:21]=1[C:22](=[O:38])[N:23]([CH:30]1[CH2:35][CH2:34][C:33](=[O:36])[NH:32][C:31]1=[O:37])[C:24]2=[O:29]. The catalyst is CCOCC.CO.C1COCC1. The product is [O:37]=[C:31]1[CH:30]([N:23]2[C:22](=[O:38])[C:21]3[C:25](=[CH:26][CH:27]=[CH:28][C:20]=3[NH:19][C:5](=[O:7])[CH2:4][O:3][CH2:1][CH3:2])[C:24]2=[O:29])[CH2:35][CH2:34][C:33](=[O:36])[NH:32]1. (2) The reactants are FC(F)(F)C(O)=O.C(OC([N:15]1[CH2:20][CH2:19][N:18]([C:21]2[CH:26]=[CH:25][C:24]([NH:27][C:28]([NH:30][C:31]3[CH:36]=[C:35]([CH3:37])[CH:34]=[CH:33][C:32]=3[O:38][CH3:39])=[O:29])=[CH:23][CH:22]=2)[CH2:17][CH2:16]1)=O)(C)(C)C. The catalyst is C1(OC)C=CC=CC=1.ClCCl. The product is [CH3:39][O:38][C:32]1[CH:33]=[CH:34][C:35]([CH3:37])=[CH:36][C:31]=1[NH:30][C:28]([NH:27][C:24]1[CH:25]=[CH:26][C:21]([N:18]2[CH2:17][CH2:16][NH:15][CH2:20][CH2:19]2)=[CH:22][CH:23]=1)=[O:29]. The yield is 0.960.